Regression. Given a peptide amino acid sequence and an MHC pseudo amino acid sequence, predict their binding affinity value. This is MHC class I binding data. From a dataset of Peptide-MHC class I binding affinity with 185,985 pairs from IEDB/IMGT. (1) The peptide sequence is LLRDKDGVY. The MHC is HLA-A02:03 with pseudo-sequence HLA-A02:03. The binding affinity (normalized) is 0.0847. (2) The binding affinity (normalized) is 0.00596. The peptide sequence is GQQRSTLERTSKASL. The MHC is HLA-A30:02 with pseudo-sequence HLA-A30:02.